Dataset: Peptide-MHC class I binding affinity with 185,985 pairs from IEDB/IMGT. Task: Regression. Given a peptide amino acid sequence and an MHC pseudo amino acid sequence, predict their binding affinity value. This is MHC class I binding data. (1) The peptide sequence is YLLAGGCPY. The MHC is HLA-B15:02 with pseudo-sequence HLA-B15:02. The binding affinity (normalized) is 0.778. (2) The peptide sequence is SSGLSRYVAR. The MHC is Patr-A0301 with pseudo-sequence Patr-A0301. The binding affinity (normalized) is 0.614. (3) The peptide sequence is SGPSNTYPEI. The MHC is Mamu-B03 with pseudo-sequence Mamu-B03. The binding affinity (normalized) is 0. (4) The peptide sequence is MPFAWQFGF. The MHC is HLA-B83:01 with pseudo-sequence HLA-B83:01. The binding affinity (normalized) is 0.686.